From a dataset of Forward reaction prediction with 1.9M reactions from USPTO patents (1976-2016). Predict the product of the given reaction. (1) Given the reactants Cl[C:2]1[C:3]2[CH:10]=[C:9]([C:11]#[C:12][CH2:13][OH:14])[NH:8][C:4]=2[N:5]=[CH:6][N:7]=1.[CH:15]([O:18][C:19]1[CH:27]=[C:26]2[C:22]([CH:23]=[N:24][NH:25]2)=[CH:21][C:20]=1[NH2:28])([CH3:17])[CH3:16], predict the reaction product. The product is: [CH3:17][CH:15]([O:18][C:19]1[CH:27]=[C:26]2[C:22]([CH:23]=[N:24][NH:25]2)=[CH:21][C:20]=1[NH:28][C:2]1[C:3]2[CH:10]=[C:9]([C:11]#[C:12][CH2:13][OH:14])[NH:8][C:4]=2[N:5]=[CH:6][N:7]=1)[CH3:16]. (2) Given the reactants [Cl:1][C:2]1[CH:10]=[C:9]2[C:5]([CH:6]=[CH:7][NH:8]2)=[CH:4][CH:3]=1.I[C:12]1[CH:17]=[CH:16][CH:15]=[C:14]([O:18][CH3:19])[CH:13]=1, predict the reaction product. The product is: [CH3:19][O:18][C:14]1[CH:15]=[CH:16][CH:17]=[C:12]([N:8]2[C:9]3[C:5](=[CH:4][CH:3]=[C:2]([Cl:1])[CH:10]=3)[CH:6]=[CH:7]2)[CH:13]=1. (3) Given the reactants [C:1]([CH2:3][CH2:4][C:5]([O:7][CH3:8])=[O:6])#[N:2].[CH2:9]([OH:11])[CH3:10].C([O-])([O-])=O.[K+].[K+], predict the reaction product. The product is: [CH2:9]([O:11][C:1](=[NH:2])[CH2:3][CH2:4][C:5]([O:7][CH3:8])=[O:6])[CH3:10]. (4) Given the reactants [Li+].[BH4-].C[Si](Cl)(C)C.[C:8]([O:12][C:13]([N:15]1[CH2:19][C@H:18]([OH:20])[CH2:17][C@H:16]1[C:21](O)=[O:22])=[O:14])([CH3:11])([CH3:10])[CH3:9], predict the reaction product. The product is: [OH:20][C@H:18]1[CH2:19][N:15]([C:13]([O:12][C:8]([CH3:9])([CH3:10])[CH3:11])=[O:14])[C@H:16]([CH2:21][OH:22])[CH2:17]1.